From a dataset of Catalyst prediction with 721,799 reactions and 888 catalyst types from USPTO. Predict which catalyst facilitates the given reaction. Reactant: ClCCl.[NH2:4][CH2:5][CH2:6][CH2:7][N:8]1[C:17]2[C:12](=[C:13]([F:22])[CH:14]=[CH:15][C:16]=2[O:18][CH2:19][CH2:20][CH3:21])[C:11](=[O:23])[C:10]([C:24]2[CH:29]=[CH:28][C:27]([O:30][CH3:31])=[CH:26][CH:25]=2)=[CH:9]1.C(N(CC)CC)C.[Cl:39][CH2:40][C:41](Cl)=[O:42]. Product: [Cl:39][CH2:40][C:41]([NH:4][CH2:5][CH2:6][CH2:7][N:8]1[C:17]2[C:12](=[C:13]([F:22])[CH:14]=[CH:15][C:16]=2[O:18][CH2:19][CH2:20][CH3:21])[C:11](=[O:23])[C:10]([C:24]2[CH:25]=[CH:26][C:27]([O:30][CH3:31])=[CH:28][CH:29]=2)=[CH:9]1)=[O:42]. The catalyst class is: 6.